Regression. Given two drug SMILES strings and cell line genomic features, predict the synergy score measuring deviation from expected non-interaction effect. From a dataset of NCI-60 drug combinations with 297,098 pairs across 59 cell lines. Drug 1: CNC(=O)C1=CC=CC=C1SC2=CC3=C(C=C2)C(=NN3)C=CC4=CC=CC=N4. Drug 2: CC=C1C(=O)NC(C(=O)OC2CC(=O)NC(C(=O)NC(CSSCCC=C2)C(=O)N1)C(C)C)C(C)C. Cell line: MALME-3M. Synergy scores: CSS=46.5, Synergy_ZIP=-0.617, Synergy_Bliss=-2.71, Synergy_Loewe=-60.3, Synergy_HSA=-2.94.